Dataset: Full USPTO retrosynthesis dataset with 1.9M reactions from patents (1976-2016). Task: Predict the reactants needed to synthesize the given product. (1) Given the product [CH3:1][N:2]([CH3:19])[CH2:3][CH2:4][N:5]([CH3:18])[C:6]1[S:7][C:8]2[CH:14]=[C:13]([NH2:15])[CH:12]=[CH:11][C:9]=2[N:10]=1, predict the reactants needed to synthesize it. The reactants are: [CH3:1][N:2]([CH3:19])[CH2:3][CH2:4][N:5]([CH3:18])[C:6]1[S:7][C:8]2[CH:14]=[C:13]([N+:15]([O-])=O)[CH:12]=[CH:11][C:9]=2[N:10]=1.[H][H]. (2) Given the product [C:1]1([C:7]2([C:10]([OH:14])=[O:12])[CH2:9][CH2:8]2)[CH:6]=[CH:5][CH:4]=[CH:3][CH:2]=1, predict the reactants needed to synthesize it. The reactants are: [C:1]1([C:7]2([C:10]#N)[CH2:9][CH2:8]2)[CH:6]=[CH:5][CH:4]=[CH:3][CH:2]=1.[OH-:12].[K+].[OH-:14].[Na+]. (3) Given the product [Cl:39][C:36]1[CH:37]=[CH:38][C:33]2[N:32]=[C:21]([C:20]3[CH:24]=[CH:25][C:26]([F:27])=[C:18]([C@:14]4([CH2:16][F:17])[CH2:13][C@@H:12]([C:28]([F:29])([F:30])[F:31])[O:11][C:10]([NH2:9])=[N:15]4)[CH:19]=3)[O:23][C:34]=2[CH:35]=1, predict the reactants needed to synthesize it. The reactants are: C([NH:9][C:10]1[O:11][C@H:12]([C:28]([F:31])([F:30])[F:29])[CH2:13][C@:14]([C:18]2[CH:19]=[C:20]([CH:24]=[CH:25][C:26]=2[F:27])[C:21]([OH:23])=O)([CH2:16][F:17])[N:15]=1)(=O)C1C=CC=CC=1.[NH2:32][C:33]1[CH:38]=[CH:37][C:36]([Cl:39])=[CH:35][C:34]=1O. (4) Given the product [CH2:1]([O:3][C:4](=[O:12])[C:5](=[N:18][NH:17][CH2:16][CH2:15][CH:14]([CH3:19])[CH3:13])[C:6]1[S:7][CH:8]=[CH:9][CH:10]=1)[CH3:2], predict the reactants needed to synthesize it. The reactants are: [CH2:1]([O:3][C:4](=[O:12])[C:5](=O)[C:6]1[S:7][CH:8]=[CH:9][CH:10]=1)[CH3:2].[CH3:13][CH:14]([CH3:19])[CH2:15][CH2:16][NH:17][NH2:18]. (5) Given the product [CH3:35][N:34]([CH3:36])[C:31]1[CH:32]=[CH:33][C:28]([C:2]2[C:7](=[O:8])[N:6]3[CH:9]=[CH:10][S:11][C:5]3=[N:4][C:3]=2/[CH:12]=[CH:13]/[C:14]2[CH:19]=[CH:18][CH:17]=[C:16]([O:20][CH3:21])[C:15]=2[O:22][CH2:23][CH:24]([CH3:26])[CH3:25])=[CH:29][CH:30]=1, predict the reactants needed to synthesize it. The reactants are: I[C:2]1[C:7](=[O:8])[N:6]2[CH:9]=[CH:10][S:11][C:5]2=[N:4][C:3]=1/[CH:12]=[CH:13]/[C:14]1[CH:19]=[CH:18][CH:17]=[C:16]([O:20][CH3:21])[C:15]=1[O:22][CH2:23][CH:24]([CH3:26])[CH3:25].B(O)(O)[C:28]1[CH:33]=[CH:32][C:31]([N:34]([CH3:36])[CH3:35])=[CH:30][CH:29]=1.C(=O)([O-])[O-].[Na+].[Na+].C(O)C. (6) Given the product [NH2:1][CH2:4][CH2:5][CH2:6][S:7][C:8]1[C:16]2[C:15](=[O:17])[N:14]([CH3:18])[C:13](=[O:19])[N:12]([CH2:20][CH:21]([CH3:22])[CH3:23])[C:11]=2[S:10][C:9]=1[CH2:24][C:25]1[C:34]2[C:29](=[CH:30][CH:31]=[CH:32][CH:33]=2)[CH:28]=[CH:27][CH:26]=1, predict the reactants needed to synthesize it. The reactants are: [N:1]([CH2:4][CH2:5][CH2:6][S:7][C:8]1[C:16]2[C:15](=[O:17])[N:14]([CH3:18])[C:13](=[O:19])[N:12]([CH2:20][CH:21]([CH3:23])[CH3:22])[C:11]=2[S:10][C:9]=1[CH2:24][C:25]1[C:34]2[C:29](=[CH:30][CH:31]=[CH:32][CH:33]=2)[CH:28]=[CH:27][CH:26]=1)=[N+]=[N-].C(S)CCS.C(N(CC)CC)C.[BH4-].[Na+]. (7) Given the product [O:17]1[CH2:18][CH2:19][O:20][C:15]2[CH:14]=[C:13]([NH:11][C:12]3[N:29]4[C:24]([CH3:23])=[CH:25][CH:26]=[CH:27][C:28]4=[N:30][C:4]=3[C:3]3[C:2]([F:1])=[CH:9][CH:8]=[CH:7][C:6]=3[OH:10])[CH:22]=[CH:21][C:16]1=2, predict the reactants needed to synthesize it. The reactants are: [F:1][C:2]1[CH:9]=[CH:8][CH:7]=[C:6]([OH:10])[C:3]=1[CH:4]=O.[N+:11]([C:13]1[CH:22]=[CH:21][C:16]2[O:17][CH2:18][CH2:19][O:20][C:15]=2[CH:14]=1)#[C-:12].[CH3:23][C:24]1[N:29]=[C:28]([NH2:30])[CH:27]=[CH:26][CH:25]=1.[Br-].C([N+]1C=CN(C)C=1)CCC.